This data is from Reaction yield outcomes from USPTO patents with 853,638 reactions. The task is: Predict the reaction yield, written as a fraction of the theoretical maximum amount of product (1.0 means a 100% yield; for example, 0.34 means a 34% yield). (1) The reactants are [C:1](#[N:5])[CH2:2][C:3]#[N:4].C([O-])([O-])=O.[K+].[K+].Cl[C:13]1[N:18]=[C:17]([N:19]2[CH2:24][CH2:23][CH:22]([C:25]3[C:33]4[C:28](=[N:29][CH:30]=[CH:31][C:32]=4[O:34][CH3:35])[NH:27][N:26]=3)[CH2:21][CH2:20]2)[N:16]=[C:15]([O:36][CH2:37][C@H:38]2[CH2:40][C@H:39]2[C:41]#[N:42])[N:14]=1.CS(C)=O. The catalyst is CC#N. The product is [C:41]([C@@H:39]1[CH2:40][C@@H:38]1[CH2:37][O:36][C:15]1[N:16]=[C:17]([N:19]2[CH2:24][CH2:23][CH:22]([C:25]3[C:33]4[C:28](=[N:29][CH:30]=[CH:31][C:32]=4[O:34][CH3:35])[NH:27][N:26]=3)[CH2:21][CH2:20]2)[N:18]=[C:13]([CH:2]([C:1]#[N:5])[C:3]#[N:4])[N:14]=1)#[N:42]. The yield is 0.340. (2) The reactants are C([Li])CCC.[C:6](#[N:8])[CH3:7].[C:9]([O:13][C:14]([N:16]1[CH2:21][CH2:20][N:19]([C:22]2[CH:27]=[CH:26][CH:25]=[C:24]([C:28]3[C:36]4[C:31](=[CH:32][N:33]=[C:34](Br)[CH:35]=4)[N:30]([CH:38]4[CH2:43][CH2:42][CH2:41][CH2:40][O:39]4)[N:29]=3)[N:23]=2)[CH2:18][CH2:17]1)=[O:15])([CH3:12])([CH3:11])[CH3:10].[NH4+].[Cl-]. The catalyst is CCCCCC.O1CCCC1. The product is [C:6]([CH2:7][C:34]1[CH:35]=[C:36]2[C:28]([C:24]3[N:23]=[C:22]([N:19]4[CH2:20][CH2:21][N:16]([C:14]([O:13][C:9]([CH3:12])([CH3:10])[CH3:11])=[O:15])[CH2:17][CH2:18]4)[CH:27]=[CH:26][CH:25]=3)=[N:29][N:30]([CH:38]3[CH2:43][CH2:42][CH2:41][CH2:40][O:39]3)[C:31]2=[CH:32][N:33]=1)#[N:8]. The yield is 0.170.